From a dataset of Cav3 T-type calcium channel HTS with 100,875 compounds. Binary Classification. Given a drug SMILES string, predict its activity (active/inactive) in a high-throughput screening assay against a specified biological target. The molecule is Oc1c(O)cccc1O. The result is 0 (inactive).